Dataset: Forward reaction prediction with 1.9M reactions from USPTO patents (1976-2016). Task: Predict the product of the given reaction. (1) Given the reactants Br[C:2]1[C:7]2[O:8][C:9]3[NH:14][CH:13]([C:15]([O:17][C:18]([CH3:21])([CH3:20])[CH3:19])=[O:16])[CH2:12][CH:11]([CH3:22])[C:10]=3[C:6]=2[CH:5]=[C:4]([Cl:23])[CH:3]=1.[C:24]1([S:30]([O-:32])=[O:31])[CH:29]=[CH:28][CH:27]=[CH:26][CH:25]=1.[Na+].C(=O)([O-])[O-].[Cs+].[Cs+].CC1(C)C2C(=C(P(C3C=CC=CC=3)C3C=CC=CC=3)C=CC=2)OC2C(P(C3C=CC=CC=3)C3C=CC=CC=3)=CC=CC1=2, predict the reaction product. The product is: [Cl:23][C:4]1[CH:3]=[C:2]([S:30]([C:24]2[CH:29]=[CH:28][CH:27]=[CH:26][CH:25]=2)(=[O:32])=[O:31])[C:7]2[O:8][C:9]3[NH:14][CH:13]([C:15]([O:17][C:18]([CH3:21])([CH3:20])[CH3:19])=[O:16])[CH2:12][CH:11]([CH3:22])[C:10]=3[C:6]=2[CH:5]=1. (2) Given the reactants [F:1][C:2]1[CH:3]=[CH:4][C:5]([CH3:41])=[C:6]([CH2:8][CH:9]([NH:11][C:12]2[CH:17]=[CH:16][NH:15][C:14](=[O:18])[C:13]=2[C:19]2[NH:40][C:22]3=[CH:23][C:24]4[C:25](=[O:39])[N:26]([CH:32]5[CH2:37][CH2:36][N:35]([CH3:38])[CH2:34][CH2:33]5)[C:27](=O)[C:28]=4[C:29]([CH3:30])=[C:21]3[N:20]=2)[CH3:10])[CH:7]=1, predict the reaction product. The product is: [F:1][C:2]1[CH:3]=[CH:4][C:5]([CH3:41])=[C:6]([CH2:8][CH:9]([NH:11][C:12]2[CH:17]=[CH:16][NH:15][C:14](=[O:18])[C:13]=2[C:19]2[NH:40][C:22]3[C:21]([N:20]=2)=[C:29]([CH3:30])[C:28]2[CH2:27][N:26]([CH:32]4[CH2:37][CH2:36][N:35]([CH3:38])[CH2:34][CH2:33]4)[C:25](=[O:39])[C:24]=2[CH:23]=3)[CH3:10])[CH:7]=1. (3) Given the reactants [Cl:1][C:2]1[C:3]([N:10]2[CH2:15][CH2:14][C:13]3([C:19]4[CH:20]=[CH:21][CH:22]=[CH:23][C:18]=4[O:17][C:16]3=[O:24])[CH2:12][CH2:11]2)=[CH:4][N:5]=[N:6][C:7]=1[NH:8][NH2:9].C(=O)(O)[O-].[Na+].[CH:30]1([CH2:33][C:34](Cl)=[O:35])[CH2:32][CH2:31]1, predict the reaction product. The product is: [Cl:1][C:2]1[C:3]([N:10]2[CH2:11][CH2:12][C:13]3([C:19]4[CH:20]=[CH:21][CH:22]=[CH:23][C:18]=4[O:17][C:16]3=[O:24])[CH2:14][CH2:15]2)=[CH:4][N:5]=[N:6][C:7]=1[NH:8][NH:9][C:34](=[O:35])[CH2:33][CH:30]1[CH2:32][CH2:31]1. (4) Given the reactants [NH:1]1[C:5]2[CH:6]=[CH:7][C:8]([C:10]3[CH:11]=[C:12]4[C:17](=[CH:18][CH:19]=3)[N:16]=[CH:15][C:14]([C:20]([CH:22]3[CH2:24][CH2:23]3)=[O:21])=[C:13]4[NH:25][C@H:26]3[CH2:31][CH2:30][C@H:29]([NH:32]C(=O)OC(C)(C)C)[CH2:28][CH2:27]3)=[CH:9][C:4]=2[N:3]=[CH:2]1.C(O)(C(F)(F)F)=O, predict the reaction product. The product is: [NH2:32][C@H:29]1[CH2:30][CH2:31][C@H:26]([NH:25][C:13]2[C:12]3[C:17](=[CH:18][CH:19]=[C:10]([C:8]4[CH:7]=[CH:6][C:5]5[NH:1][CH:2]=[N:3][C:4]=5[CH:9]=4)[CH:11]=3)[N:16]=[CH:15][C:14]=2[C:20]([CH:22]2[CH2:23][CH2:24]2)=[O:21])[CH2:27][CH2:28]1. (5) Given the reactants [CH3:1][O:2][C:3]([C@@H:5]([N:13]1[CH2:21][C:17]2[CH:18]=[CH:19][S:20][C:16]=2[CH2:15][CH2:14]1)[C:6]1[CH:7]=[CH:8][CH:9]=[CH:10][C:11]=1[Cl:12])=[O:4].OS(O)(=O)=O.S(=O)(=O)(O)O, predict the reaction product. The product is: [CH3:1][O:2][C:3]([C@@H:5]([N:13]1[CH2:21][C:17]2[CH:18]=[CH:19][S:20][C:16]=2[CH2:15][CH2:14]1)[C:6]1[CH:7]=[CH:8][CH:9]=[CH:10][C:11]=1[Cl:12])=[O:4]. (6) Given the reactants [CH2:1]([C:3]1[N:12]([CH3:13])[C:11](=[O:14])[C:10]2[C:5](=[CH:6][CH:7]=[CH:8][CH:9]=2)[N:4]=1)[CH3:2].C([O-])(=O)C.[Na+].[Br:20]Br, predict the reaction product. The product is: [Br:20][CH:1]([C:3]1[N:12]([CH3:13])[C:11](=[O:14])[C:10]2[C:5](=[CH:6][CH:7]=[CH:8][CH:9]=2)[N:4]=1)[CH3:2]. (7) Given the reactants [OH:1][CH2:2][C:3]([C@H:5]([C@@H:7]([C@@H:9]([CH2:11][OH:12])[OH:10])O)O)=O.[Li+].[Br-].OS(O)(=O)=O, predict the reaction product. The product is: [OH:1][CH2:2][C:3]1[O:10][C:9]([CH:11]=[O:12])=[CH:7][CH:5]=1.